From a dataset of Reaction yield outcomes from USPTO patents with 853,638 reactions. Predict the reaction yield, written as a fraction of the theoretical maximum amount of product (1.0 means a 100% yield; for example, 0.34 means a 34% yield). The reactants are [CH3:1]/[C:2](/[CH2:18][CH2:19]/[CH:20]=[C:21](\[CH3:48])/[CH2:22][CH2:23]/[CH:24]=[C:25](\[CH3:47])/[CH2:26][CH2:27]/[CH:28]=[C:29](\[CH3:46])/[CH2:30][CH2:31]/[CH:32]=[C:33](\[CH3:45])/[CH2:34][CH2:35]/[CH:36]=[C:37](\[CH3:44])/[CH2:38][CH2:39][CH:40]=[C:41]([CH3:43])[CH3:42])=[CH:3]\[CH2:4][C:5]1[C:6](=[O:17])[C:7]2[C:12]([C:13](=[O:16])[C:14]=1[CH3:15])=[CH:11][CH:10]=[CH:9][CH:8]=2.[C:49](OC(=O)C1C=CC=CC=1)(=[O:56])[C:50]1[CH:55]=[CH:54][CH:53]=[CH:52][CH:51]=1.[CH3:66][C:67]([O-:69])=O.[Na+].N([CH2:74][CH3:75])CC.[CH2:76]1[CH2:80]OC[CH2:77]1. The catalyst is [Zn].CCCCCCC. The product is [C:67]([O:17][C:6]1[C:7]2[C:12](=[CH:11][CH:10]=[CH:9][CH:8]=2)[C:13]([O:16][C:49](=[O:56])[C:50]2[CH:55]=[CH:54][CH:53]=[CH:52][CH:51]=2)=[C:14]([CH3:15])[C:5]=1[CH2:4]/[CH:3]=[C:2](\[CH3:1])/[CH2:18][CH2:19]/[CH:20]=[C:21](\[CH3:48])/[CH2:22][CH2:23]/[CH:24]=[C:25](\[CH3:47])/[CH2:26][CH2:27]/[CH:28]=[C:29](\[CH3:46])/[CH2:30][CH2:31]/[CH:32]=[C:33](\[CH3:45])/[CH2:34][CH2:35]/[CH:36]=[C:37](\[CH3:44])/[CH2:38][CH2:39][CH:40]=[C:41]([CH3:43])[CH3:42])(=[O:69])[C:66]1[CH:75]=[CH:74][CH:80]=[CH:76][CH:77]=1. The yield is 0.500.